Predict the product of the given reaction. From a dataset of Forward reaction prediction with 1.9M reactions from USPTO patents (1976-2016). Given the reactants [CH3:1][O:2][C:3](=[O:22])[C:4]1[CH:9]=[C:8]([CH2:10][CH:11]([CH3:13])[CH3:12])[CH:7]=[C:6]([O:14]CC2C=CC=CC=2)[CH:5]=1, predict the reaction product. The product is: [CH3:1][O:2][C:3](=[O:22])[C:4]1[CH:9]=[C:8]([CH2:10][CH:11]([CH3:13])[CH3:12])[CH:7]=[C:6]([OH:14])[CH:5]=1.